This data is from Reaction yield outcomes from USPTO patents with 853,638 reactions. The task is: Predict the reaction yield, written as a fraction of the theoretical maximum amount of product (1.0 means a 100% yield; for example, 0.34 means a 34% yield). (1) The reactants are [C:1]([C:9]1[CH:10]=[C:11]([N:15]2[CH2:20][C@@H:19]3[CH2:21][C@H:16]2[CH2:17][N:18]3C(OC(C)(C)C)=O)[CH:12]=[N:13][CH:14]=1)(=[O:8])[C:2]1[CH:7]=[CH:6][CH:5]=[CH:4][CH:3]=1.[ClH:29]. The catalyst is C(OCC)(=O)C. The product is [ClH:29].[ClH:29].[C:1]([C:9]1[CH:10]=[C:11]([N:15]2[CH2:20][C@@H:19]3[CH2:21][C@H:16]2[CH2:17][NH:18]3)[CH:12]=[N:13][CH:14]=1)(=[O:8])[C:2]1[CH:3]=[CH:4][CH:5]=[CH:6][CH:7]=1. The yield is 0.900. (2) The reactants are [CH:1]([C:3]1[CH:11]=[C:10]2[C:6]([CH:7]=[N:8][NH:9]2)=[CH:5][CH:4]=1)=O.[C:12]([CH2:14][C:15]([NH:17][CH3:18])=[O:16])#[N:13].C1CCN2C(=NCCC2)CC1. The catalyst is C1COCC1. The product is [C:12]([C:14](=[CH:1][C:3]1[CH:11]=[C:10]2[C:6]([CH:7]=[N:8][NH:9]2)=[CH:5][CH:4]=1)[C:15]([NH:17][CH3:18])=[O:16])#[N:13]. The yield is 0.130. (3) The reactants are [Br:1][C:2]1[CH:27]=[CH:26][C:5]([CH2:6][CH:7]2[CH2:12][CH2:11][N:10]([CH2:13][CH2:14][C:15]3[CH:16]=[C:17]4[C:22](=[CH:23][CH:24]=3)[O:21][CH2:20][CH2:19][C:18]4=[O:25])[CH2:9][CH2:8]2)=[CH:4][C:3]=1[O:28][CH2:29][CH2:30][O:31][CH3:32].[C:33]([OH:40])(=[O:39])/[CH:34]=[CH:35]/[C:36]([OH:38])=[O:37].CC(C)=O. The catalyst is C(O)C.CO. The product is [C:33]([OH:40])(=[O:39])/[CH:34]=[CH:35]/[C:36]([OH:38])=[O:37].[Br:1][C:2]1[CH:27]=[CH:26][C:5]([CH2:6][CH:7]2[CH2:12][CH2:11][N:10]([CH2:13][CH2:14][C:15]3[CH:16]=[C:17]4[C:22](=[CH:23][CH:24]=3)[O:21][CH2:20][CH2:19][C:18]4=[O:25])[CH2:9][CH2:8]2)=[CH:4][C:3]=1[O:28][CH2:29][CH2:30][O:31][CH3:32]. The yield is 0.880. (4) The reactants are [CH3:1][N:2]1[CH2:6][CH2:5][CH2:4][CH:3]1[CH2:7][CH2:8][OH:9].[Cl:10][C:11]1[CH:12]=[C:13]([CH:26]=[CH:27][C:28]=1[O:29][CH2:30][C:31]1[CH:36]=[CH:35][CH:34]=[C:33]([F:37])[CH:32]=1)[NH:14][C:15]1[C:24]2[C:19](=[CH:20][CH:21]=[CH:22][C:23]=2F)[N:18]=[CH:17][N:16]=1. No catalyst specified. The product is [Cl:10][C:11]1[CH:12]=[C:13]([CH:26]=[CH:27][C:28]=1[O:29][CH2:30][C:31]1[CH:36]=[CH:35][CH:34]=[C:33]([F:37])[CH:32]=1)[NH:14][C:15]1[C:24]2[C:19](=[CH:20][CH:21]=[CH:22][C:23]=2[O:9][CH2:8][CH2:7][CH:3]2[CH2:4][CH2:5][CH2:6][N:2]2[CH3:1])[N:18]=[CH:17][N:16]=1. The yield is 0.220. (5) The reactants are [CH3:1][O:2][C:3](=[O:36])[C@@H:4]([NH:14][C:15]([C:17]1[C:18]([CH3:35])=[N:19][C:20]([NH:24][CH2:25][C:26]#[C:27][C:28]2[CH:33]=[CH:32][CH:31]=[C:30](O)[CH:29]=2)=[N:21][C:22]=1[CH3:23])=[O:16])[CH2:5][NH:6][C:7]([C:9]1[S:10][CH:11]=[CH:12][CH:13]=1)=[O:8].CC[O:39]C(C)=O. The catalyst is [Pd].CC([O-])=O.CC([O-])=O.[Pb+2]. The product is [CH3:1][O:2][C:3](=[O:36])[C@@H:4]([NH:14][C:15]([C:17]1[C:18]([CH3:35])=[N:19][C:20]([NH:24][CH2:25]/[CH:26]=[CH:27]\[C:28]2[CH:29]=[CH:30][CH:31]=[CH:32][C:33]=2[OH:39])=[N:21][C:22]=1[CH3:23])=[O:16])[CH2:5][NH:6][C:7]([C:9]1[S:10][CH:11]=[CH:12][CH:13]=1)=[O:8]. The yield is 0.630.